This data is from Forward reaction prediction with 1.9M reactions from USPTO patents (1976-2016). The task is: Predict the product of the given reaction. (1) Given the reactants [Br:1][C:2]1[C:3](=[O:28])[N:4]([C:19]2[CH:20]=[C:21]([CH:25]=[CH:26][CH:27]=2)[C:22](O)=[O:23])[C:5]([CH3:18])=[CH:6][C:7]=1[O:8][CH2:9][C:10]1[CH:15]=[CH:14][C:13]([F:16])=[CH:12][C:11]=1[F:17].O[N:30]1[C:34]2C=CC=CC=2N=N1.N=C=N.CN.CN=C=O, predict the reaction product. The product is: [Br:1][C:2]1[C:3](=[O:28])[N:4]([C:19]2[CH:20]=[C:21]([CH:25]=[CH:26][CH:27]=2)[C:22]([NH:30][CH3:34])=[O:23])[C:5]([CH3:18])=[CH:6][C:7]=1[O:8][CH2:9][C:10]1[CH:15]=[CH:14][C:13]([F:16])=[CH:12][C:11]=1[F:17]. (2) Given the reactants [C:1]([C:3]1[CH:4]=[C:5](F)[CH:6]=[C:7]([CH:10]=1)[CH:8]=O)#[N:2].O.[NH2:13][NH2:14], predict the reaction product. The product is: [NH:13]1[C:6]2[C:7](=[CH:10][C:3]([C:1]#[N:2])=[CH:4][CH:5]=2)[CH:8]=[N:14]1.